This data is from Full USPTO retrosynthesis dataset with 1.9M reactions from patents (1976-2016). The task is: Predict the reactants needed to synthesize the given product. (1) Given the product [CH3:1][O:2][C:3]1[CH:4]=[C:5]2[C:10](=[CH:11][C:12]=1[O:13][CH3:14])[C:9]([CH3:15])=[N:8][C:7]([OH:16])=[C:6]2[CH2:21][C:22]1[CH:23]=[N:24][C:25]2[C:30]([CH:31]=1)=[CH:29][CH:28]=[C:27]([O:32][CH3:33])[CH:26]=2, predict the reactants needed to synthesize it. The reactants are: [CH3:1][O:2][C:3]1[CH:4]=[C:5]2[C:10](=[CH:11][C:12]=1[O:13][CH3:14])[C:9]([CH3:15])=[N:8][C:7]([OH:16])=[CH:6]2.[OH-].[K+].Cl.Cl[CH2:21][C:22]1[CH:23]=[N:24][C:25]2[C:30]([CH:31]=1)=[CH:29][CH:28]=[C:27]([O:32][CH3:33])[CH:26]=2.C(O)(=O)CC(CC(O)=O)(C(O)=O)O.C([O-])(O)=O.[Na+]. (2) Given the product [CH:28]1([NH:27][C:26]([C:23]2[CH:22]=[CH:21][C:20]([C:18]3[N:19]=[C:15]([NH:14][C:13]([C@H:9]4[NH:8][CH2:12][CH2:11][S:10]4)=[O:32])[S:16][CH:17]=3)=[CH:25][CH:24]=2)=[O:31])[CH2:30][CH2:29]1, predict the reactants needed to synthesize it. The reactants are: C(OC([N:8]1[CH2:12][CH2:11][S:10][C@H:9]1[C:13](=[O:32])[NH:14][C:15]1[S:16][CH:17]=[C:18]([C:20]2[CH:25]=[CH:24][C:23]([C:26](=[O:31])[NH:27][CH:28]3[CH2:30][CH2:29]3)=[CH:22][CH:21]=2)[N:19]=1)=O)(C)(C)C. (3) The reactants are: Br[CH2:2][C:3]1[CH:24]=[CH:23][C:6]([C:7]([NH:9][C:10]2[CH:15]=[CH:14][C:13]([Cl:16])=[C:12]([C:17]3[CH:22]=[CH:21][CH:20]=[CH:19][N:18]=3)[CH:11]=2)=[O:8])=[CH:5][CH:4]=1.[CH3:25][N:26]1[CH2:31][CH2:30][NH:29][CH2:28][CH2:27]1. Given the product [Cl:16][C:13]1[CH:14]=[CH:15][C:10]([NH:9][C:7](=[O:8])[C:6]2[CH:23]=[CH:24][C:3]([CH2:2][N:29]3[CH2:30][CH2:31][N:26]([CH3:25])[CH2:27][CH2:28]3)=[CH:4][CH:5]=2)=[CH:11][C:12]=1[C:17]1[CH:22]=[CH:21][CH:20]=[CH:19][N:18]=1, predict the reactants needed to synthesize it. (4) Given the product [CH2:20]([NH:22][C:11](=[O:13])/[CH:10]=[CH:9]/[CH2:8][CH2:7][C:1]1[CH:2]=[CH:3][CH:4]=[CH:5][CH:6]=1)[CH3:21], predict the reactants needed to synthesize it. The reactants are: [C:1]1([CH2:7][CH2:8]/[CH:9]=[CH:10]/[C:11]([OH:13])=O)[CH:6]=[CH:5][CH:4]=[CH:3][CH:2]=1.ClC(OCC)=O.[CH2:20]([N:22](CC)CC)[CH3:21].C(N)C.[Cl-].[Na+]. (5) Given the product [F:29][C:17]1[C:18]([C:20]2[N:24]([CH:25]([CH3:26])[CH3:27])[C:23]([CH3:28])=[N:22][CH:21]=2)=[N:19][C:14]([NH:13][C:10]2[CH:9]=[CH:8][C:7]([N:4]3[CH2:5][CH2:6][C@H:2]([NH:1][C:31](=[O:32])[CH2:30][OH:33])[CH2:3]3)=[CH:12][CH:11]=2)=[N:15][CH:16]=1, predict the reactants needed to synthesize it. The reactants are: [NH2:1][C@H:2]1[CH2:6][CH2:5][N:4]([C:7]2[CH:12]=[CH:11][C:10]([NH:13][C:14]3[N:19]=[C:18]([C:20]4[N:24]([CH:25]([CH3:27])[CH3:26])[C:23]([CH3:28])=[N:22][CH:21]=4)[C:17]([F:29])=[CH:16][N:15]=3)=[CH:9][CH:8]=2)[CH2:3]1.[C:30](O)(=[O:33])[CH2:31][OH:32]. (6) Given the product [C:1]([O:5][C:6]([N:8]1[CH2:12][C@@H:11]([N:13]2[CH2:18][CH2:17][CH:16]([C:19]3[O:20][C:21]4[CH:27]=[CH:26][C:25]([C:28](=[O:29])[NH2:48])=[CH:24][C:22]=4[N:23]=3)[CH2:15][CH2:14]2)[CH2:10][C@H:9]1[C:31]([N:33]1[CH2:37][CH2:36][S:35][CH2:34]1)=[O:32])=[O:7])([CH3:3])([CH3:2])[CH3:4], predict the reactants needed to synthesize it. The reactants are: [C:1]([O:5][C:6]([N:8]1[CH2:12][C@@H:11]([N:13]2[CH2:18][CH2:17][CH:16]([C:19]3[O:20][C:21]4[CH:27]=[CH:26][C:25]([C:28](O)=[O:29])=[CH:24][C:22]=4[N:23]=3)[CH2:15][CH2:14]2)[CH2:10][C@H:9]1[C:31]([N:33]1[CH2:37][CH2:36][S:35][CH2:34]1)=[O:32])=[O:7])([CH3:4])([CH3:3])[CH3:2].Cl.Cl.C(C1C=CC2OC(C3CCN([C@@H]4CN[C@H](C(N5CCSC5)=O)C4)CC3)=[N:48]C=2C=1)(O)=O.C(Cl)(=O)OCC(C)C.N.CO. (7) Given the product [NH2:4][C@:5]1([C:22]([OH:23])=[O:43])[C@@H:9]([CH2:10][CH2:11][CH2:12][B:13]([OH:14])[OH:17])[CH2:8][N:7]([CH2:36][CH:37]([CH3:39])[CH3:38])[CH2:6]1, predict the reactants needed to synthesize it. The reactants are: C([NH:4][C@:5]1([C:22](NC(C)(C)C)=[O:23])[C@@H:9]([CH2:10][CH2:11][CH2:12][B:13]2[O:17]C(C)(C)C(C)(C)[O:14]2)[CH2:8][NH:7][CH2:6]1)(=O)C.S([O-])([O-])(=O)=O.[Na+].[Na+].[CH:36](=O)[CH:37]([CH3:39])[CH3:38].C(O[BH-](OC(=O)C)OC(=O)C)(=[O:43])C.[Na+].C(=O)([O-])[O-].[Na+].[Na+]. (8) Given the product [ClH:1].[C:22]1([O:21][CH2:28][CH2:29][NH:30][C:18]([C:17]2[N:11]3[C:12]([S:13][CH2:14][CH:10]3[C:7]3[CH:6]=[CH:5][C:4]([C:2]#[N:3])=[CH:9][CH:8]=3)=[N:15][CH:16]=2)=[O:20])[CH:27]=[CH:26][CH:25]=[CH:24][CH:23]=1, predict the reactants needed to synthesize it. The reactants are: [ClH:1].[C:2]([C:4]1[CH:9]=[CH:8][C:7]([CH:10]2[CH2:14][S:13][C:12]3=[N:15][CH:16]=[C:17]([C:18]([OH:20])=O)[N:11]23)=[CH:6][CH:5]=1)#[N:3].[O:21]([CH2:28][CH2:29][NH2:30])[C:22]1[CH:27]=[CH:26][CH:25]=[CH:24][CH:23]=1.CCN=C=NCCCN(C)C.Cl.C1C=CC2N(O)N=NC=2C=1.C(N(CC)C(C)C)(C)C. (9) The reactants are: [F:1][C:2]1[CH:7]=[CH:6][C:5]([CH2:8][C:9](=[O:18])[CH2:10][CH2:11][CH:12]2[NH:16][C:15](=[O:17])[CH2:14][CH2:13]2)=[CH:4][CH:3]=1.[BH4-].[Na+]. Given the product [F:1][C:2]1[CH:3]=[CH:4][C:5]([CH2:8][CH:9]([OH:18])[CH2:10][CH2:11][CH:12]2[NH:16][C:15](=[O:17])[CH2:14][CH2:13]2)=[CH:6][CH:7]=1, predict the reactants needed to synthesize it.